This data is from Forward reaction prediction with 1.9M reactions from USPTO patents (1976-2016). The task is: Predict the product of the given reaction. (1) Given the reactants [CH2:1]([N:5]1[C:14]2[C:9](=[CH:10][CH:11]=[CH:12][N:13]=2)[C:8]([OH:15])=[C:7](C(OCC)=O)[C:6]1=[O:21])[CH2:2][CH2:3][CH3:4].Cl, predict the reaction product. The product is: [CH2:1]([N:5]1[C:14]2[C:9](=[CH:10][CH:11]=[CH:12][N:13]=2)[C:8]([OH:15])=[CH:7][C:6]1=[O:21])[CH2:2][CH2:3][CH3:4]. (2) Given the reactants [CH2:1]([C:3]([C:22]1[CH:35]=[CH:34][C:25]([O:26][CH2:27][C:28](=[O:33])[C:29]([CH3:32])([CH3:31])[CH3:30])=[C:24]([CH3:36])[CH:23]=1)([C:6]1[CH:11]=[CH:10][C:9]([B:12]2[O:16][C:15]([CH3:18])([CH3:17])[C:14]([CH3:20])([CH3:19])[O:13]2)=[C:8]([CH3:21])[CH:7]=1)[CH2:4][CH3:5])[CH3:2].CCC(C)[BH-](C(C)CC)C(C)CC.[Li+].[Cl-].[NH4+], predict the reaction product. The product is: [CH2:1]([C:3]([C:22]1[CH:35]=[CH:34][C:25]([O:26][CH2:27][CH:28]([OH:33])[C:29]([CH3:32])([CH3:31])[CH3:30])=[C:24]([CH3:36])[CH:23]=1)([C:6]1[CH:11]=[CH:10][C:9]([B:12]2[O:13][C:14]([CH3:19])([CH3:20])[C:15]([CH3:17])([CH3:18])[O:16]2)=[C:8]([CH3:21])[CH:7]=1)[CH2:4][CH3:5])[CH3:2].